This data is from Forward reaction prediction with 1.9M reactions from USPTO patents (1976-2016). The task is: Predict the product of the given reaction. (1) Given the reactants [Cl:1][C:2]1[CH:10]=[C:9]2[C:5]([C:6]([C:11]([O:13][CH3:14])=[O:12])=[CH:7][NH:8]2)=[CH:4][C:3]=1B1OCC(C)(C)CO1.Cl.Br[C:25]1[CH:30]=[CH:29][C:28]([CH:31]2[CH2:34][CH2:33][NH:32]2)=[CH:27][CH:26]=1.C(=O)([O-])[O-].[K+].[K+].C1(C)C=CC=CC=1, predict the reaction product. The product is: [NH:32]1[CH2:33][CH2:34][CH:31]1[C:28]1[CH:29]=[CH:30][C:25]([C:3]2[CH:4]=[C:5]3[C:9](=[CH:10][C:2]=2[Cl:1])[NH:8][CH:7]=[C:6]3[C:11]([O:13][CH3:14])=[O:12])=[CH:26][CH:27]=1. (2) Given the reactants [N:1]1[CH:6]=[CH:5][C:4]([CH2:7][NH:8][C:9]([C:11]2[CH:15]=[C:14](Br)[N:13]([CH3:17])[N:12]=2)=[O:10])=[CH:3][CH:2]=1.C(OC([N:25]1[C:33]2[C:28](=[CH:29][C:30](B3OC(C)(C)C(C)(C)O3)=[CH:31][CH:32]=2)[CH:27]=[C:26]1[C:43]1[O:47][N:46]=[C:45]([CH3:48])[N:44]=1)=O)(C)(C)C.C([O-])([O-])=O.[Na+].[Na+], predict the reaction product. The product is: [N:1]1[CH:6]=[CH:5][C:4]([CH2:7][NH:8][C:9]([C:11]2[CH:15]=[C:14]([C:30]3[CH:29]=[C:28]4[C:33](=[CH:32][CH:31]=3)[NH:25][C:26]([C:43]3[O:47][N:46]=[C:45]([CH3:48])[N:44]=3)=[CH:27]4)[N:13]([CH3:17])[N:12]=2)=[O:10])=[CH:3][CH:2]=1. (3) Given the reactants N=[C:2]1[CH:7]=[CH:6][CH:5]=[CH:4][N:3]1[NH:8][C:9]([N:11]1C=CN=C1)=[S:10].Cl[CH2:17][C:18]1[NH:19][C:20]([C:23]2[CH:28]=[CH:27][CH:26]=[CH:25][CH:24]=2)=[CH:21][N:22]=1, predict the reaction product. The product is: [C:23]1([C:20]2[N:19]=[C:18]([CH2:17][S:10][C:9]3[N:11]=[C:4]4[CH:5]=[CH:6][CH:7]=[CH:2][N:3]4[N:8]=3)[NH:22][CH:21]=2)[CH:24]=[CH:25][CH:26]=[CH:27][CH:28]=1. (4) Given the reactants [N:1]1[N:2]([C:6]2[CH:7]=[C:8]([NH:12][C:13]3[C:18]([C:19]([NH2:21])=[O:20])=[CH:17][N:16]=[C:15]([NH:22][C@@H:23]4[CH2:28][CH2:27][CH2:26][CH2:25][C@@H:24]4[N:29]=[N+:30]=[N-:31])[N:14]=3)[CH:9]=[CH:10][CH:11]=2)[N:3]=[CH:4][CH:5]=1.[C:32]([Si](C)(C)C)#[CH:33].C1CCN2C(=NCCC2)CC1.C(O)(C(F)(F)F)=O, predict the reaction product. The product is: [N:29]1([C@H:24]2[CH2:25][CH2:26][CH2:27][CH2:28][C@H:23]2[NH:22][C:15]2[N:14]=[C:13]([NH:12][C:8]3[CH:9]=[CH:10][CH:11]=[C:6]([N:2]4[N:3]=[CH:4][CH:5]=[N:1]4)[CH:7]=3)[C:18]([C:19]([NH2:21])=[O:20])=[CH:17][N:16]=2)[CH:33]=[CH:32][N:31]=[N:30]1. (5) Given the reactants Br[C:2]1[CH:3]=[N:4][CH:5]=[C:6]([O:8][CH2:9][C@H:10]2[CH2:14][CH2:13][CH2:12][N:11]2[C:15]([O:17][C:18]([CH3:21])([CH3:20])[CH3:19])=[O:16])[CH:7]=1.[Cl:22][C:23]1[CH:38]=[CH:37][C:26]([CH2:27][O:28][CH2:29][CH2:30][CH:31]2[CH2:36][CH2:35][NH:34][CH2:33][CH2:32]2)=[CH:25][CH:24]=1.CC(C)([O-])C.[Na+], predict the reaction product. The product is: [C:18]([O:17][C:15]([N:11]1[CH2:12][CH2:13][CH2:14][C@H:10]1[CH2:9][O:8][C:6]1[CH:5]=[N:4][CH:3]=[C:2]([N:34]2[CH2:35][CH2:36][CH:31]([CH2:30][CH2:29][O:28][CH2:27][C:26]3[CH:37]=[CH:38][C:23]([Cl:22])=[CH:24][CH:25]=3)[CH2:32][CH2:33]2)[CH:7]=1)=[O:16])([CH3:21])([CH3:20])[CH3:19]. (6) Given the reactants [NH2:1][C@H:2]([CH3:7])[CH2:3][C:4]([OH:6])=[O:5].[C:8](OC(=O)C)(=[O:10])C, predict the reaction product. The product is: [CH:8]([NH:1][C@H:2]([CH3:7])[CH2:3][C:4]([OH:6])=[O:5])=[O:10]. (7) Given the reactants [Br:1][C:2]1[CH:7]=[CH:6][C:5]([C:8]2[N:13]=[N:12][C:11]([NH2:14])=[N:10][CH:9]=2)=[CH:4][C:3]=1[F:15].Cl[CH:17]([CH:20]([C:22]1[CH:23]=[C:24]2[C:29](=[CH:30][CH:31]=1)[N:28]=[CH:27][CH:26]=[CH:25]2)[CH3:21])[CH:18]=O.C(N(CC)CC)C, predict the reaction product. The product is: [Br:1][C:2]1[CH:7]=[CH:6][C:5]([C:8]2[CH:9]=[N:10][C:11]3[N:12]([C:17]([CH:20]([C:22]4[CH:23]=[C:24]5[C:29](=[CH:30][CH:31]=4)[N:28]=[CH:27][CH:26]=[CH:25]5)[CH3:21])=[CH:18][N:14]=3)[N:13]=2)=[CH:4][C:3]=1[F:15]. (8) Given the reactants [C:1]([O:4][C@@H:5]1[CH2:9][C@@H:8]([C:10]([N:12]([CH3:14])[CH3:13])=[O:11])[N:7]([C:15]2([C:26]3[CH:31]=[C:30]([CH3:32])[CH:29]=[CH:28][C:27]=3[O:33][CH3:34])[C:23]3[C:18](=[CH:19][CH:20]=[C:21]([Cl:24])[CH:22]=3)[NH:17][C:16]2=[O:25])[CH2:6]1)(=[O:3])[CH3:2].[CH3:35][O:36][C:37]1[CH:42]=[CH:41][C:40]([S:43](Cl)(=[O:45])=[O:44])=[C:39]([O:47][C:48]([F:51])([F:50])[F:49])[CH:38]=1, predict the reaction product. The product is: [C:1]([O:4][C@@H:5]1[CH2:9][C@@H:8]([C:10]([N:12]([CH3:14])[CH3:13])=[O:11])[N:7]([C:15]2([C:26]3[CH:31]=[C:30]([CH3:32])[CH:29]=[CH:28][C:27]=3[O:33][CH3:34])[C:23]3[C:18](=[CH:19][CH:20]=[C:21]([Cl:24])[CH:22]=3)[N:17]([S:43]([C:40]3[CH:41]=[CH:42][C:37]([O:36][CH3:35])=[CH:38][C:39]=3[O:47][C:48]([F:49])([F:50])[F:51])(=[O:45])=[O:44])[C:16]2=[O:25])[CH2:6]1)(=[O:3])[CH3:2]. (9) Given the reactants [CH3:1][S:2](Cl)(=[O:4])=[O:3].[NH2:6][C:7]1[CH:8]=[C:9]([CH:33]=[CH:34][C:35]=1[O:36][CH3:37])[C:10]([NH:12][NH:13][C:14]([C:16]1[O:17][CH:18]=[C:19]([C:27]2[CH:32]=[CH:31][CH:30]=[CH:29][CH:28]=2)[C:20]=1[C:21]1[CH:26]=[CH:25][CH:24]=[CH:23][CH:22]=1)=[O:15])=[O:11].C(N(CC)CC)C.O1CCOCC1, predict the reaction product. The product is: [CH3:37][O:36][C:35]1[CH:34]=[CH:33][C:9]([C:10]([NH:12][NH:13][C:14]([C:16]2[O:17][CH:18]=[C:19]([C:27]3[CH:28]=[CH:29][CH:30]=[CH:31][CH:32]=3)[C:20]=2[C:21]2[CH:26]=[CH:25][CH:24]=[CH:23][CH:22]=2)=[O:15])=[O:11])=[CH:8][C:7]=1[NH:6][S:2]([CH3:1])(=[O:4])=[O:3].